This data is from Forward reaction prediction with 1.9M reactions from USPTO patents (1976-2016). The task is: Predict the product of the given reaction. Given the reactants [OH-].[K+].N#N.Cl.Cl.[N:7]1(C[C@H](N)C)[CH:11]=[N:10][N:9]=[N:8]1.[NH2:16][C:17]1[CH:25]=[C:24]([C:26]([OH:28])=O)[C:23]([N+:29]([O-])=O)=[CH:22][C:18]=1[C:19]([OH:21])=O.C1C=C[C:35]2N(O)N=[N:38][C:36]=2[CH:37]=1.CCN=C=N[CH2:47][CH2:48][CH2:49][N:50]([CH3:52])C.[CH:53]1(N)CC1, predict the reaction product. The product is: [CH:49]1([N:50]2[C:26](=[O:28])[C:24]3[C:23](=[CH:22][C:18]4[C:19](=[O:21])[N:38]([C@H:36]([CH3:35])[CH2:37][N:9]5[N:8]=[N:7][CH:11]=[N:10]5)[CH:53]=[N:16][C:17]=4[CH:25]=3)[N:29]=[CH:52]2)[CH2:48][CH2:47]1.